This data is from Forward reaction prediction with 1.9M reactions from USPTO patents (1976-2016). The task is: Predict the product of the given reaction. Given the reactants [CH2:1]1[C@@H:5]([CH2:6][CH2:7][CH2:8][CH2:9][C:10]([OH:12])=O)[S:4]SC1.C(O)[C:14]([NH2:19])([CH2:17]O)[CH2:15]O.CC1OC(C2C=CC=CC=2)=NC=1C[CH2:34][O:35][C:36]1[CH:37]=CC(C[C@H](NC2C=CC=CC=2C(C2C=CC=CC=2)=O)C(O)=O)=C[CH:41]=1.CCCCCS(NC(C1C=C[C:76]2N=[C:80](C)[N:79](CC3C=CC(Cl)=CC=3Cl)[C:77]=2C=1)=O)(=O)=O.COC1C=CC(CC2SC(=O)NC2=O)=CC=1[C:100]([NH:102]CC1C=CC(C(F)(F)F)=CC=1)=[O:101].CN1C(=O)C2C(=CC=CC=2)N=[C:124]1[CH2:134]OC1C=CC(CC2SC(=O)NC2=O)=CC=1.C[O:151]C(C1C=CC=C(C(F)(F)F)C=1)CNCCOC(C1C=CC(CCNC(CC2C3C(=CC=CC=3)C3C2=CC=CC=3)=O)=CC=1)=O.C[C@H](C(NO)=O)[C@H](C(N[C@H](C(NC)=O)C1C=CC=CC=1)=O)CC(C)C.C1C(C(NC2C=CC(CC3SC(=O)NC3=O)=CC=2)=O)(C2C=CC=CC=2)C1.CCO[C@H](C(O)=O)CC1C=CC(OCCN2C3C(=CC=CC=3)OC3C2=CC=CC=3)=CC=1.CC(OC1C=CC(CCCN(C(NC2C=CC=C(Cl)C=2Cl)=O)CCC2C(Cl)=CC=CC=2F)=CC=1)(C(O)=O)C.CC(C1NC2C(=CC=CC=2)C=1C1C(=O)C(O)=C(C2C3C(=CC=CC=3)NC=2C(C=C)(C)C)C(=O)C=1O)(C=C)C.CC(C)=CCC1C2NC=C(C3C(=O)C(O)=C(C4C5C(=CC=CC=5)NC=4C(C=C)(C)C)C(=O)C=3O)C=2C=CC=1, predict the reaction product. The product is: [CH3:80][N:79]1[C:77]([CH2:76][O:12][C:10]2[CH:124]=[CH:134][C:7]([CH2:6][CH:5]3[S:4][C:100](=[O:101])[NH:102][C:1]3=[O:151])=[CH:8][CH:9]=2)=[N:19][C:14]2[CH:15]=[CH:37][C:36]([O:35][CH3:34])=[CH:41][C:17]1=2.